From a dataset of Catalyst prediction with 721,799 reactions and 888 catalyst types from USPTO. Predict which catalyst facilitates the given reaction. Reactant: [CH2:1]([C:4]1[N:8]([CH2:9][C:10]2[CH:27]=[CH:26][C:13]3/[C:14](=[CH:23]/[C:24]#[N:25])/[C:15]4[CH:22]=[CH:21][CH:20]=[CH:19][C:16]=4[CH2:17][CH2:18][C:12]=3[CH:11]=2)[C:7]2[CH:28]=[CH:29][CH:30]=[CH:31][C:6]=2[N:5]=1)[CH2:2][CH3:3].NO.[N:34]1C=CC=CC=1.[C:40](Cl)(=[O:44])[O:41]CC.C(=O)([O-])O.[Na+].CC(C)([O-])C.[K+]. Product: [CH2:1]([C:4]1[N:8]([CH2:9][C:10]2[CH:27]=[CH:26][C:13]3/[C:14](=[CH:23]/[C:24]4[NH:34][C:40](=[O:44])[O:41][N:25]=4)/[C:15]4[CH:22]=[CH:21][CH:20]=[CH:19][C:16]=4[CH2:17][CH2:18][C:12]=3[CH:11]=2)[C:7]2[CH:28]=[CH:29][CH:30]=[CH:31][C:6]=2[N:5]=1)[CH2:2][CH3:3]. The catalyst class is: 162.